Dataset: Full USPTO retrosynthesis dataset with 1.9M reactions from patents (1976-2016). Task: Predict the reactants needed to synthesize the given product. Given the product [CH3:16][O:17][C:18]1[CH:19]=[C:20]([C:26]2([CH2:31][NH:32][C:7]([C:6]3[CH:5]=[C:4]([C:10]4[CH:15]=[CH:14][CH:13]=[CH:12][CH:11]=4)[O:3][C:2]=3[CH3:1])=[O:9])[CH2:27][CH2:28][CH2:29][CH2:30]2)[CH:21]=[CH:22][C:23]=1[O:24][CH3:25], predict the reactants needed to synthesize it. The reactants are: [CH3:1][C:2]1[O:3][C:4]([C:10]2[CH:15]=[CH:14][CH:13]=[CH:12][CH:11]=2)=[CH:5][C:6]=1[C:7]([OH:9])=O.[CH3:16][O:17][C:18]1[CH:19]=[C:20]([C:26]2([CH2:31][NH2:32])[CH2:30][CH2:29][CH2:28][CH2:27]2)[CH:21]=[CH:22][C:23]=1[O:24][CH3:25].C(N(CC)CC)C.F[P-](F)(F)(F)(F)F.N1(OC(N(C)C)=[N+](C)C)C2N=CC=CC=2N=N1.